From a dataset of Full USPTO retrosynthesis dataset with 1.9M reactions from patents (1976-2016). Predict the reactants needed to synthesize the given product. (1) Given the product [CH2:1]([O:2][C:3](=[O:10])[CH2:4][CH2:5][C:6]1[N:18]=[C:16]([C:15]2[CH:19]=[CH:20][C:12]([F:11])=[CH:13][CH:14]=2)[S:17][CH:7]=1)[CH3:22], predict the reactants needed to synthesize it. The reactants are: [CH3:1][O:2][C:3](=[O:10])[CH2:4][CH2:5][C:6](=O)[CH2:7]Br.[F:11][C:12]1[CH:20]=[CH:19][C:15]([C:16]([NH2:18])=[S:17])=[CH:14][CH:13]=1.O.[CH2:22](O)C. (2) Given the product [C:1]([C:3]1[C:4]([N:18]2[CH2:23][CH2:22][CH:21]([C:24]([NH:39][S:36]([CH2:35][C:31]3[CH:32]=[CH:33][CH:34]=[C:29]([CH2:27][CH3:28])[CH:30]=3)(=[O:37])=[O:38])=[O:26])[CH2:20][CH2:19]2)=[N:5][C:6]([C:14]([F:16])([F:17])[F:15])=[C:7]([CH:8]=1)[C:9]([O:11][CH2:12][CH3:13])=[O:10])#[N:2], predict the reactants needed to synthesize it. The reactants are: [C:1]([C:3]1[C:4]([N:18]2[CH2:23][CH2:22][CH:21]([C:24]([OH:26])=O)[CH2:20][CH2:19]2)=[N:5][C:6]([C:14]([F:17])([F:16])[F:15])=[C:7]([C:9]([O:11][CH2:12][CH3:13])=[O:10])[CH:8]=1)#[N:2].[CH2:27]([C:29]1[CH:30]=[C:31]([CH2:35][S:36]([NH2:39])(=[O:38])=[O:37])[CH:32]=[CH:33][CH:34]=1)[CH3:28].